From a dataset of Full USPTO retrosynthesis dataset with 1.9M reactions from patents (1976-2016). Predict the reactants needed to synthesize the given product. (1) Given the product [Cl:19][C:20]1[CH:27]=[CH:26][C:23]([CH2:24][N:4]2[CH:5]=[C:6]([O:9][CH2:10][C:11]3[CH:16]=[CH:15][C:14]([O:17][CH3:18])=[CH:13][CH:12]=3)[CH:7]=[CH:8][C:3]2=[O:2])=[CH:22][CH:21]=1, predict the reactants needed to synthesize it. The reactants are: C[O:2][C:3]1[CH:8]=[CH:7][C:6]([O:9][CH2:10][C:11]2[CH:16]=[CH:15][C:14]([O:17][CH3:18])=[CH:13][CH:12]=2)=[CH:5][N:4]=1.[Cl:19][C:20]1[CH:27]=[CH:26][C:23]([CH2:24]Cl)=[CH:22][CH:21]=1.[Na+].[I-]. (2) Given the product [ClH:36].[NH2:16][CH2:15][C:14]1[N:5]([CH2:1][CH:2]([CH3:4])[CH3:3])[C:6](=[O:35])[C:7]2[C:12]([C:13]=1[C:24]1[CH:25]=[CH:26][CH:27]=[CH:28][CH:29]=1)=[CH:11][C:10]([C:30]1[N:31]=[N:32][NH:33][N:34]=1)=[CH:9][CH:8]=2, predict the reactants needed to synthesize it. The reactants are: [CH2:1]([N:5]1[C:14]([CH2:15][NH:16]C(=O)OC(C)(C)C)=[C:13]([C:24]2[CH:29]=[CH:28][CH:27]=[CH:26][CH:25]=2)[C:12]2[C:7](=[CH:8][CH:9]=[C:10]([C:30]3[N:31]=[N:32][NH:33][N:34]=3)[CH:11]=2)[C:6]1=[O:35])[CH:2]([CH3:4])[CH3:3].[ClH:36].